From a dataset of Peptide-MHC class I binding affinity with 185,985 pairs from IEDB/IMGT. Regression. Given a peptide amino acid sequence and an MHC pseudo amino acid sequence, predict their binding affinity value. This is MHC class I binding data. (1) The peptide sequence is GLKIEEIEKV. The MHC is HLA-A02:06 with pseudo-sequence HLA-A02:06. The binding affinity (normalized) is 0.511. (2) The peptide sequence is NPAACSYMV. The MHC is HLA-B14:02 with pseudo-sequence HLA-B14:02. The binding affinity (normalized) is 0.213.